From a dataset of Forward reaction prediction with 1.9M reactions from USPTO patents (1976-2016). Predict the product of the given reaction. Given the reactants [F:1][C:2]1[CH:22]=[CH:21][C:5]([O:6][C:7]2[CH:12]=[CH:11][C:10]([C:13]3[N:17]([CH2:18][CH2:19][OH:20])[N:16]=[CH:15][CH:14]=3)=[CH:9][CH:8]=2)=[CH:4][CH:3]=1.[O-:23][C:24]#[N:25].[Na+].FC(F)(F)C(O)=O, predict the reaction product. The product is: [C:24]([O:20][CH2:19][CH2:18][N:17]1[C:13]([C:10]2[CH:9]=[CH:8][C:7]([O:6][C:5]3[CH:21]=[CH:22][C:2]([F:1])=[CH:3][CH:4]=3)=[CH:12][CH:11]=2)=[CH:14][CH:15]=[N:16]1)(=[O:23])[NH2:25].